The task is: Predict the reactants needed to synthesize the given product.. This data is from Full USPTO retrosynthesis dataset with 1.9M reactions from patents (1976-2016). The reactants are: [C:1]1([C:7]2[N:12]3[N:13]=[C:14]([NH:16][C:17]4[CH:38]=[CH:37][C:20]([C:21]([NH:23][CH:24]5[CH2:29][CH2:28][N:27](C(OC(C)(C)C)=O)[CH2:26][CH2:25]5)=[O:22])=[CH:19][CH:18]=4)[N:15]=[C:11]3[CH:10]=[CH:9][CH:8]=2)[CH:6]=[CH:5][CH:4]=[CH:3][CH:2]=1. Given the product [C:1]1([C:7]2[N:12]3[N:13]=[C:14]([NH:16][C:17]4[CH:38]=[CH:37][C:20]([C:21]([NH:23][CH:24]5[CH2:25][CH2:26][NH:27][CH2:28][CH2:29]5)=[O:22])=[CH:19][CH:18]=4)[N:15]=[C:11]3[CH:10]=[CH:9][CH:8]=2)[CH:2]=[CH:3][CH:4]=[CH:5][CH:6]=1, predict the reactants needed to synthesize it.